This data is from hERG Central: cardiac toxicity at 1µM, 10µM, and general inhibition. The task is: Predict hERG channel inhibition at various concentrations. (1) The compound is N#Cc1ccc(C2=CC(=O)C[C@H](c3ccc(Cl)cc3)C2)cc1. Results: hERG_inhib (hERG inhibition (general)): blocker. (2) The compound is COc1ccc(CN2CCC(n3nccc3NC(=O)c3cccc(F)c3)CC2)cc1O. Results: hERG_inhib (hERG inhibition (general)): blocker. (3) The molecule is CCCc1cnc(NCCNCC(O)COc2ccc(Cl)c(Cl)c2)nc1. Results: hERG_inhib (hERG inhibition (general)): blocker.